From a dataset of Full USPTO retrosynthesis dataset with 1.9M reactions from patents (1976-2016). Predict the reactants needed to synthesize the given product. (1) Given the product [CH3:23][O:22][C:18]1[CH:17]=[C:16]([C:7]2[C:8]3[C:13](=[CH:12][CH:11]=[CH:10][CH:9]=3)[CH:14]=[CH:15][C:6]=2[CH:4]=[O:5])[CH:21]=[CH:20][CH:19]=1, predict the reactants needed to synthesize it. The reactants are: C(N(CC)[C:4]([C:6]1[CH:15]=[CH:14][C:13]2[C:8](=[CH:9][CH:10]=[CH:11][CH:12]=2)[C:7]=1[C:16]1[CH:21]=[CH:20][CH:19]=[C:18]([O:22][CH3:23])[CH:17]=1)=[O:5])C. (2) Given the product [ClH:31].[CH:1]1([CH:6]([C:14]2[CH:15]=[C:16]([CH3:30])[C:17]([N:21]3[CH:25]=[C:24]([C:26]([F:28])([F:29])[F:27])[CH:23]=[N:22]3)=[C:18]([CH3:20])[CH:19]=2)[NH2:7])[CH2:5][CH2:4][CH2:3][CH2:2]1, predict the reactants needed to synthesize it. The reactants are: [CH:1]1([CH:6]([C:14]2[CH:19]=[C:18]([CH3:20])[C:17]([N:21]3[CH:25]=[C:24]([C:26]([F:29])([F:28])[F:27])[CH:23]=[N:22]3)=[C:16]([CH3:30])[CH:15]=2)[NH:7]S(C(C)(C)C)=O)[CH2:5][CH2:4][CH2:3][CH2:2]1.[ClH:31]. (3) The reactants are: ON1C2C=CC=CC=2N=N1.Cl.[CH3:12][N:13](C)[CH2:14]CCN=C=NCC.[CH2:23]([C:26]1[C:35]2[O:34][CH2:33][C:32]3=[C:36]([C:39]([OH:41])=O)[N:37]=[CH:38][N:31]3[C:30]=2[CH:29]=[CH:28][CH:27]=1)[CH:24]=[CH2:25].CNC. Given the product [CH3:12][N:13]([CH3:14])[C:39]([C:36]1[N:37]=[CH:38][N:31]2[C:30]3[CH:29]=[CH:28][CH:27]=[C:26]([CH2:23][CH:24]=[CH2:25])[C:35]=3[O:34][CH2:33][C:32]=12)=[O:41], predict the reactants needed to synthesize it. (4) Given the product [Br:1][C:2]1[CH:10]=[C:9]2[C:5]([C:6]([C:11]([O:20][CH3:19])=[O:12])=[CH:7][NH:8]2)=[CH:4][CH:3]=1, predict the reactants needed to synthesize it. The reactants are: [Br:1][C:2]1[CH:10]=[C:9]2[C:5]([C:6]([CH:11]=[O:12])=[CH:7][NH:8]2)=[CH:4][CH:3]=1.[C-]#N.[Na+].ClCCl.[CH3:19][OH:20]. (5) Given the product [CH2:1]([O:3][C:4]([C:6]1[C:7]([OH:25])=[N:8][N:9]([C:11]2[CH:16]=[C:15]([S:17][CH2:18][C:19]([F:22])([F:21])[F:20])[C:14]([CH3:23])=[CH:13][C:12]=2[F:24])[CH:10]=1)=[O:5])[CH3:2], predict the reactants needed to synthesize it. The reactants are: [CH2:1]([O:3][C:4]([C:6]1[C:7]([O:25]CC)=[N:8][N:9]([C:11]2[CH:16]=[C:15]([S:17][CH2:18][C:19]([F:22])([F:21])[F:20])[C:14]([CH3:23])=[CH:13][C:12]=2[F:24])[CH:10]=1)=[O:5])[CH3:2].B(Br)(Br)Br.C(O)(=O)CC(CC(O)=O)(C(O)=O)O. (6) Given the product [N:30]([C:7]1[CH:6]=[N:5][N:4]([C:9]2[CH:14]=[C:13]([C:15]3[CH:20]=[CH:19][N:18]=[C:17]([NH:21][C:22]4[CH:27]=[CH:26][CH:25]=[C:24]([Cl:28])[CH:23]=4)[N:16]=3)[CH:12]=[CH:11][N:10]=2)[C:3](=[O:29])[C:2]=1[Cl:1])=[N+:31]=[N-:32], predict the reactants needed to synthesize it. The reactants are: [Cl:1][C:2]1[C:3](=[O:29])[N:4]([C:9]2[CH:14]=[C:13]([C:15]3[CH:20]=[CH:19][N:18]=[C:17]([NH:21][C:22]4[CH:27]=[CH:26][CH:25]=[C:24]([Cl:28])[CH:23]=4)[N:16]=3)[CH:12]=[CH:11][N:10]=2)[N:5]=[CH:6][C:7]=1Cl.[N-:30]=[N+:31]=[N-:32].[Na+]. (7) Given the product [Cl:14][CH2:17][C:7]1[CH:6]=[C:5]([C:3](=[O:4])[C:2]([OH:1])([CH3:12])[CH3:11])[CH:10]=[CH:9][CH:8]=1, predict the reactants needed to synthesize it. The reactants are: [OH:1][C:2]([CH3:12])([CH3:11])[C:3]([C:5]1[CH:10]=[CH:9][CH:8]=[CH:7][CH:6]=1)=[O:4].[Al+3].[Cl-:14].[Cl-].[Cl-].[CH2:17]=O.Cl.[OH-].[Na+].